This data is from Reaction yield outcomes from USPTO patents with 853,638 reactions. The task is: Predict the reaction yield, written as a fraction of the theoretical maximum amount of product (1.0 means a 100% yield; for example, 0.34 means a 34% yield). The product is [CH3:11][O:10][C:3]1[CH:4]=[C:5]([CH:8]=[CH:9][C:2]=1[B:21]1[O:25][C:24]([CH3:27])([CH3:26])[C:23]([CH3:29])([CH3:28])[O:22]1)[C:6]#[N:7]. The catalyst is C(OCC)C. The reactants are Br[C:2]1[CH:9]=[CH:8][C:5]([C:6]#[N:7])=[CH:4][C:3]=1[O:10][CH3:11].C([Li])CCC.C(O[B:21]1[O:25][C:24]([CH3:27])([CH3:26])[C:23]([CH3:29])([CH3:28])[O:22]1)(C)C. The yield is 0.530.